Task: Predict which catalyst facilitates the given reaction.. Dataset: Catalyst prediction with 721,799 reactions and 888 catalyst types from USPTO (1) Reactant: [Cl:1][C:2]1[CH:3]=[C:4](/[CH:19]=[C:20](\[F:26])/[C:21]([O:23]CC)=[O:22])[CH:5]=[N:6][C:7]=1[NH:8][C@@H:9]1[CH2:13][CH2:12][N:11]([CH:14]2[CH2:18][CH2:17][CH2:16][CH2:15]2)[CH2:10]1.[OH-].[Na+].Cl. Product: [Cl:1][C:2]1[CH:3]=[C:4](/[CH:19]=[C:20](\[F:26])/[C:21]([OH:23])=[O:22])[CH:5]=[N:6][C:7]=1[NH:8][C@@H:9]1[CH2:13][CH2:12][N:11]([CH:14]2[CH2:15][CH2:16][CH2:17][CH2:18]2)[CH2:10]1. The catalyst class is: 5. (2) Reactant: [Cl:1][C:2]1[CH:18]=[C:17]([I:19])[CH:16]=[CH:15][C:3]=1[O:4][Si:5]([CH:12]([CH3:14])[CH3:13])([CH:9]([CH3:11])[CH3:10])[CH:6]([CH3:8])[CH3:7].C(=O)=O.CC(C)=O.[Li+].CC([N-]C(C)C)C.[Br:35]C(Cl)(Cl)C(Cl)(Cl)Br. Product: [Br:35][C:18]1[C:2]([Cl:1])=[C:3]([CH:15]=[CH:16][C:17]=1[I:19])[O:4][Si:5]([CH:9]([CH3:11])[CH3:10])([CH:12]([CH3:13])[CH3:14])[CH:6]([CH3:7])[CH3:8]. The catalyst class is: 1. (3) Reactant: [C:1](N1C=CN=C1)([N:3]1C=CN=[CH:4]1)=O.[CH3:13][C:14]1[CH:15]=[C:16]([CH:20]=[C:21]([CH3:26])[C:22]=1[N+:23]([O-:25])=[O:24])[C:17](O)=[O:18].CNC. Product: [CH3:1][N:3]([CH3:4])[C:17](=[O:18])[C:16]1[CH:15]=[C:14]([CH3:13])[C:22]([N+:23]([O-:25])=[O:24])=[C:21]([CH3:26])[CH:20]=1. The catalyst class is: 7. (4) Reactant: [NH2:1][C:2]1[CH:3]=[C:4]([CH:7]=[CH:8][CH:9]=1)[CH2:5][OH:6].O.[N+:11]([CH:14]([CH:17]=O)[CH:15]=[O:16])([O-:13])=[O:12].[Na].C(O)(=O)/C(=C(\C=O)/Br)/Br. The catalyst class is: 126. Product: [OH:6][CH2:5][C:4]1[CH:3]=[C:2]([NH:1][CH:17]=[C:14]([N+:11]([O-:13])=[O:12])[CH:15]=[O:16])[CH:9]=[CH:8][CH:7]=1.